This data is from Forward reaction prediction with 1.9M reactions from USPTO patents (1976-2016). The task is: Predict the product of the given reaction. (1) Given the reactants [CH:1]1([CH2:6][C@@H:7]([C:16](=[O:31])[N:17]2[CH:21]([C:22]([NH:24][C:25]3[CH:30]=[CH:29][CH:28]=[CH:27][CH:26]=3)=[O:23])[CH2:20][CH:19]=[N:18]2)[CH2:8][C:9]([O:11]C(C)(C)C)=[O:10])[CH2:5][CH2:4][CH2:3][CH2:2]1.Cl, predict the reaction product. The product is: [CH:1]1([CH2:6][C@@H:7]([C:16](=[O:31])[N:17]2[CH:21]([C:22]([NH:24][C:25]3[CH:30]=[CH:29][CH:28]=[CH:27][CH:26]=3)=[O:23])[CH2:20][CH:19]=[N:18]2)[CH2:8][C:9]([OH:11])=[O:10])[CH2:5][CH2:4][CH2:3][CH2:2]1. (2) Given the reactants [N+:1]([C:4]1[CH:5]=[N:6][N:7]([CH2:9][C:10]2[CH:15]=[CH:14][C:13]([C:16]([F:19])([F:18])[F:17])=[CH:12][CH:11]=2)[CH:8]=1)([O-])=O.CO, predict the reaction product. The product is: [F:19][C:16]([F:17])([F:18])[C:13]1[CH:14]=[CH:15][C:10]([CH2:9][N:7]2[CH:8]=[C:4]([NH2:1])[CH:5]=[N:6]2)=[CH:11][CH:12]=1. (3) Given the reactants [NH2:1][C:2]1[C:10]([C:11]([OH:13])=[O:12])=[CH:9][C:5]2=[N:6][S:7][N:8]=[C:4]2[C:3]=1[Cl:14].[Cl:15][C:16]1[C:17]([N:22]2[C:26]([C:27](O)=O)=[CH:25][C:24]([C:30]([F:33])([F:32])[F:31])=[N:23]2)=[N:18][CH:19]=[CH:20][CH:21]=1.N1C=CC=CC=1.CS(Cl)(=O)=O, predict the reaction product. The product is: [Cl:14][C:3]1[C:4]2[C:5](=[N:6][S:7][N:8]=2)[CH:9]=[C:10]2[C:2]=1[N:1]=[C:27]([C:26]1[N:22]([C:17]3[C:16]([Cl:15])=[CH:21][CH:20]=[CH:19][N:18]=3)[N:23]=[C:24]([C:30]([F:33])([F:31])[F:32])[CH:25]=1)[O:12][C:11]2=[O:13]. (4) Given the reactants Br[C:2]1[C:10]2[O:9][CH2:8][CH:7]([C:11]3[CH:16]=[CH:15][C:14]([CH:17]([CH3:19])[CH3:18])=[CH:13][CH:12]=3)[C:6]=2[C:5]([CH3:20])=[C:4]([NH:21][C:22](=[O:28])[CH2:23][C:24]([CH3:27])([CH3:26])[CH3:25])[C:3]=1[CH3:29].[CH3:30][N:31]([CH3:41])[C:32]1[N:37]=[CH:36][C:35](B(O)O)=[CH:34][CH:33]=1, predict the reaction product. The product is: [CH3:30][N:31]([CH3:41])[C:32]1[N:37]=[CH:36][C:35]([C:2]2[C:10]3[O:9][CH2:8][CH:7]([C:11]4[CH:16]=[CH:15][C:14]([CH:17]([CH3:18])[CH3:19])=[CH:13][CH:12]=4)[C:6]=3[C:5]([CH3:20])=[C:4]([NH:21][C:22](=[O:28])[CH2:23][C:24]([CH3:27])([CH3:26])[CH3:25])[C:3]=2[CH3:29])=[CH:34][CH:33]=1.